From a dataset of Full USPTO retrosynthesis dataset with 1.9M reactions from patents (1976-2016). Predict the reactants needed to synthesize the given product. (1) Given the product [O:1]1[C:5]2[CH:6]=[CH:7][CH:8]=[CH:9][C:4]=2[CH:3]=[C:2]1[C:10]1[CH:15]=[CH:14][CH:13]=[CH:12][C:11]=1[C:16]1[N:20]([CH3:21])[N:19]=[C:18]([C:22]([N:33]2[CH2:34][CH2:35][N:30]([CH2:29][CH2:28][O:27][CH3:26])[CH2:31][CH2:32]2)=[O:24])[C:17]=1[CH3:25], predict the reactants needed to synthesize it. The reactants are: [O:1]1[C:5]2[CH:6]=[CH:7][CH:8]=[CH:9][C:4]=2[CH:3]=[C:2]1[C:10]1[CH:15]=[CH:14][CH:13]=[CH:12][C:11]=1[C:16]1[N:20]([CH3:21])[N:19]=[C:18]([C:22]([OH:24])=O)[C:17]=1[CH3:25].[CH3:26][O:27][CH2:28][CH2:29][N:30]1[CH2:35][CH2:34][NH:33][CH2:32][CH2:31]1. (2) Given the product [C:8]([O:12][C:13]([NH:15][CH:16]([CH3:20])[C:17]([NH:40][CH:41]([C:47](=[O:49])[CH3:48])[C:42]([O:44][CH2:45][CH3:46])=[O:43])=[O:19])=[O:14])([CH3:9])([CH3:10])[CH3:11], predict the reactants needed to synthesize it. The reactants are: CN1CCOCC1.[C:8]([O:12][C:13]([NH:15][CH:16]([CH3:20])[C:17]([OH:19])=O)=[O:14])([CH3:11])([CH3:10])[CH3:9].ClC(OCC(C)C)=O.S(C1C=CC(C)=CC=1)(O)(=O)=O.[NH2:40][CH:41]([C:47](=[O:49])[CH3:48])[C:42]([O:44][CH2:45][CH3:46])=[O:43]. (3) Given the product [Br:1][C:2]1[CH:7]=[C:6]([NH:12][C@H:13]([CH:17]([CH3:19])[CH3:18])[C:14]([NH2:16])=[O:15])[CH:5]=[N:4][C:3]=1[C:9]#[N:10], predict the reactants needed to synthesize it. The reactants are: [Br:1][C:2]1[C:3]([C:9]#[N:10])=[N:4][CH:5]=[C:6](F)[CH:7]=1.Cl.[NH2:12][C@H:13]([CH:17]([CH3:19])[CH3:18])[C:14]([NH2:16])=[O:15].CCN(C(C)C)C(C)C.O. (4) Given the product [F:10][C:11]1[CH:12]=[C:13]([CH:14]=[C:15]([F:17])[CH:16]=1)[O:18][C:2]1[CH:9]=[CH:8][C:5]([CH:6]=[O:7])=[CH:4][CH:3]=1, predict the reactants needed to synthesize it. The reactants are: F[C:2]1[CH:9]=[CH:8][C:5]([CH:6]=[O:7])=[CH:4][CH:3]=1.[F:10][C:11]1[CH:12]=[C:13]([OH:18])[CH:14]=[C:15]([F:17])[CH:16]=1. (5) Given the product [Cl:13][C:7]1[N:8]=[N:9][C:4]([CH:1]([CH3:3])[CH3:2])=[CH:5][CH:6]=1, predict the reactants needed to synthesize it. The reactants are: [CH:1]([C:4]1[CH:5]=[CH:6][C:7](=O)[NH:8][N:9]=1)([CH3:3])[CH3:2].P(Cl)(Cl)([Cl:13])=O. (6) Given the product [Br:20][CH2:2][CH2:3][CH2:4][C:5]#[C:6][C:7]1[CH:12]=[CH:11][C:10]([NH:13][C:14](=[O:19])[C:15]([F:18])([F:17])[F:16])=[CH:9][CH:8]=1, predict the reactants needed to synthesize it. The reactants are: Cl[CH2:2][CH2:3][CH2:4][C:5]#[C:6][C:7]1[CH:12]=[CH:11][C:10]([NH:13][C:14](=[O:19])[C:15]([F:18])([F:17])[F:16])=[CH:9][CH:8]=1.[Br-:20].[Li+].